Dataset: Full USPTO retrosynthesis dataset with 1.9M reactions from patents (1976-2016). Task: Predict the reactants needed to synthesize the given product. (1) The reactants are: C([O-])(=O)C.[NH4+:5].[CH2:6]([O:13][CH2:14][CH2:15][N:16]1[C:24]2[CH:23]=[C:22]([CH3:25])[N:21]=[C:20](OC3C=CC=CC=3)[C:19]=2[N:18]=[C:17]1[CH2:33][O:34][CH2:35][CH3:36])[C:7]1[CH:12]=[CH:11][CH:10]=[CH:9][CH:8]=1.[OH-].[Na+]. Given the product [CH2:6]([O:13][CH2:14][CH2:15][N:16]1[C:24]2[CH:23]=[C:22]([CH3:25])[N:21]=[C:20]([NH2:5])[C:19]=2[N:18]=[C:17]1[CH2:33][O:34][CH2:35][CH3:36])[C:7]1[CH:12]=[CH:11][CH:10]=[CH:9][CH:8]=1, predict the reactants needed to synthesize it. (2) Given the product [N:1]1[CH:6]=[CH:5][CH:4]=[C:3]([CH2:7][NH:8][C:9]([C:11]2[S:15][C:14]([C:16]3[CH:20]=[CH:19][N:18]([CH2:23][C:24]4[CH:25]=[CH:26][C:27]([C:30]([F:31])([F:32])[F:33])=[CH:28][CH:29]=4)[N:17]=3)=[N:13][C:12]=2[CH3:21])=[O:10])[CH:2]=1, predict the reactants needed to synthesize it. The reactants are: [N:1]1[CH:6]=[CH:5][CH:4]=[C:3]([CH2:7][NH:8][C:9]([C:11]2[S:15][C:14]([C:16]3[NH:17][N:18]=[CH:19][CH:20]=3)=[N:13][C:12]=2[CH3:21])=[O:10])[CH:2]=1.Br[CH2:23][C:24]1[CH:29]=[CH:28][C:27]([C:30]([F:33])([F:32])[F:31])=[CH:26][CH:25]=1. (3) Given the product [CH3:18][Si:17]([CH3:20])([CH3:19])[C:14]1[CH:15]=[C:16]2[C:11]([CH:10]=[C:4]([C:5]([O:7][CH2:8][CH3:9])=[O:6])[NH:1]2)=[CH:12][CH:13]=1, predict the reactants needed to synthesize it. The reactants are: [N:1]([C:4](=[CH:10][C:11]1[CH:16]=[CH:15][C:14]([Si:17]([CH3:20])([CH3:19])[CH3:18])=[CH:13][CH:12]=1)[C:5]([O:7][CH2:8][CH3:9])=[O:6])=[N+]=[N-]. (4) Given the product [Cl:19][C:8]1[C:7]([C:13]([F:16])([F:15])[F:14])=[N:6][C:5]2[C:10]([N:9]=1)=[CH:11][C:2]([F:1])=[CH:3][CH:4]=2, predict the reactants needed to synthesize it. The reactants are: [F:1][C:2]1[CH:11]=[C:10]2[C:5]([N:6]=[C:7]([C:13]([F:16])([F:15])[F:14])[C:8](O)=[N:9]2)=[CH:4][CH:3]=1.O=P(Cl)(Cl)[Cl:19].O.C(#N)C.O. (5) Given the product [CH3:7][C@@H:6]1[C:8](=[O:9])[NH:1][C@H:2]([CH3:22])[CH2:3][CH2:4][N:5]1[C:12]([O:14][CH2:15][C:16]1[CH:21]=[CH:20][CH:19]=[CH:18][CH:17]=1)=[O:13], predict the reactants needed to synthesize it. The reactants are: [NH2:1][C@H:2]([CH3:22])[CH2:3][CH2:4][N:5]([C:12]([O:14][CH2:15][C:16]1[CH:21]=[CH:20][CH:19]=[CH:18][CH:17]=1)=[O:13])[C@@H:6]([C:8](OC)=[O:9])[CH3:7].C[Al](C)C.C(N(CC)CC)C. (6) Given the product [CH2:1]([N:5]1[C:9](=[O:10])[C:8]([NH:29][C:25]2[CH:24]=[C:23]3[C:28](=[CH:27][CH:26]=2)[NH:20][CH:21]=[CH:22]3)=[C:7]([C:12]2[CH:17]=[CH:16][CH:15]=[CH:14][CH:13]=2)[S:6]1(=[O:19])=[O:18])[CH2:2][CH2:3][CH3:4], predict the reactants needed to synthesize it. The reactants are: [CH2:1]([N:5]1[C:9](=[O:10])[C:8](Cl)=[C:7]([C:12]2[CH:17]=[CH:16][CH:15]=[CH:14][CH:13]=2)[S:6]1(=[O:19])=[O:18])[CH2:2][CH2:3][CH3:4].[NH:20]1[C:28]2[C:23](=[CH:24][C:25]([NH2:29])=[CH:26][CH:27]=2)[CH:22]=[CH:21]1.